Dataset: Forward reaction prediction with 1.9M reactions from USPTO patents (1976-2016). Task: Predict the product of the given reaction. (1) Given the reactants [NH:1]1[CH2:6][CH2:5][CH:4]([N:7]2[CH2:12][CH2:11][N:10]([C:13]([O:15][C:16]([CH3:19])([CH3:18])[CH3:17])=[O:14])[CH2:9][CH2:8]2)[CH2:3][CH2:2]1.[F:20][C:21]([F:31])([F:30])[O:22][C:23]1[CH:28]=[CH:27][C:26](Br)=[CH:25][CH:24]=1.CC(C)([O-])C.[Na+].C(OCC)(=O)C, predict the reaction product. The product is: [F:20][C:21]([F:30])([F:31])[O:22][C:23]1[CH:28]=[CH:27][C:26]([N:1]2[CH2:6][CH2:5][CH:4]([N:7]3[CH2:8][CH2:9][N:10]([C:13]([O:15][C:16]([CH3:19])([CH3:18])[CH3:17])=[O:14])[CH2:11][CH2:12]3)[CH2:3][CH2:2]2)=[CH:25][CH:24]=1. (2) Given the reactants [C:1]1([C:7]2[CH:14]=[CH:13][C:10]([CH:11]=[O:12])=[CH:9][N:8]=2)[CH:6]=[CH:5][CH:4]=[CH:3][CH:2]=1.[CH2:15]([Mg]Br)[CH3:16], predict the reaction product. The product is: [C:1]1([C:7]2[N:8]=[CH:9][C:10]([CH:11]([OH:12])[CH2:15][CH3:16])=[CH:13][CH:14]=2)[CH:2]=[CH:3][CH:4]=[CH:5][CH:6]=1. (3) The product is: [Cl:17][CH2:18][C:19]1[N:12]=[C:9]2[C:8]([C:13]([F:16])([F:14])[F:15])=[CH:7][C:6]([C:3]3[CH:4]=[CH:5][O:1][CH:2]=3)=[CH:11][N:10]2[CH:21]=1. Given the reactants [O:1]1[CH:5]=[CH:4][C:3]([C:6]2[CH:7]=[C:8]([C:13]([F:16])([F:15])[F:14])[C:9]([NH2:12])=[N:10][CH:11]=2)=[CH:2]1.[Cl:17][CH2:18][C:19]([CH2:21]Cl)=O, predict the reaction product. (4) Given the reactants [OH:1][C:2]1[C:11]2[C:6](=[CH:7][C:8]([O:12][CH3:13])=[CH:9][CH:10]=2)[N:5]=[CH:4][CH:3]=1.CC[O:16][C:17](/N=N/C(OCC)=O)=[O:18].[CH2:26]1[CH:30]([OH:31])[CH2:29][NH:28][C@@H:27]1[C:32]([OH:34])=[O:33].C1(P([C:48]2[CH:53]=[CH:52]C=CC=2)C2C=CC=CC=2)C=CC=CC=1.[CH2:54]1COCC1, predict the reaction product. The product is: [OH:1][C:2]1[C:11]2[C:6](=[CH:7][C:8]([O:12][CH3:13])=[CH:9][CH:10]=2)[N:5]=[CH:4][CH:3]=1.[C:17]([N:28]1[CH2:29][C@H:30]([O:31][C:2]2[C:11]3[C:6](=[CH:7][C:8]([O:12][CH3:13])=[CH:9][CH:10]=3)[N:5]=[CH:4][CH:3]=2)[CH2:26][C@H:27]1[C:32]([OH:34])=[O:33])([O:18][C:53]([CH3:52])([CH3:48])[CH3:54])=[O:16]. (5) Given the reactants C1C=CC2N([OH:10])N=NC=2C=1.[OH:11]N1C2C=CC=CC=2N=N1.CO.CO.[CH3:25][CH:26]1C[CH2:29][CH2:28][O:27]1, predict the reaction product. The product is: [CH3:29][CH2:28][O:27][C:26]([CH3:25])=[O:10].[CH3:29][CH2:28][O:27][C:26]([CH3:25])=[O:11]. (6) Given the reactants Cl[C:2]1[N:7]=[C:6]([O:8][CH3:9])[C:5]([N+:10]([O-:12])=[O:11])=[C:4]([NH2:13])[CH:3]=1.C([O-])([O-])=O.[Cs+].[Cs+].[Cl:20][C:21]1[CH:26]=[CH:25][CH:24]=[CH:23][C:22]=1B(O)O.C(Cl)Cl, predict the reaction product. The product is: [Cl:20][C:21]1[CH:26]=[CH:25][CH:24]=[CH:23][C:22]=1[C:2]1[N:7]=[C:6]([O:8][CH3:9])[C:5]([N+:10]([O-:12])=[O:11])=[C:4]([NH2:13])[CH:3]=1.